Dataset: Reaction yield outcomes from USPTO patents with 853,638 reactions. Task: Predict the reaction yield, written as a fraction of the theoretical maximum amount of product (1.0 means a 100% yield; for example, 0.34 means a 34% yield). (1) The reactants are [CH2:1]([O:5][C:6]1[CH:13]=[CH:12][C:9]([CH:10]=[O:11])=[CH:8][C:7]=1[CH2:14][N:15]1[C:23]2[C:18](=[CH:19][CH:20]=[CH:21][CH:22]=2)[CH:17]=[C:16]1[C:24]1[CH:29]=[CH:28][CH:27]=[CH:26][CH:25]=1)[CH:2]([CH3:4])[CH3:3].CO.O1CCCC1.[BH4-].[Na+]. The catalyst is C(OCC)(=O)C. The product is [CH2:1]([O:5][C:6]1[CH:13]=[CH:12][C:9]([CH2:10][OH:11])=[CH:8][C:7]=1[CH2:14][N:15]1[C:23]2[C:18](=[CH:19][CH:20]=[CH:21][CH:22]=2)[CH:17]=[C:16]1[C:24]1[CH:29]=[CH:28][CH:27]=[CH:26][CH:25]=1)[CH:2]([CH3:4])[CH3:3]. The yield is 0.990. (2) The reactants are [F:1][C:2]1[CH:3]=[C:4]([N+:10]([O-:12])=[O:11])[CH:5]=[C:6]([F:9])[C:7]=1F.[Cl:13][C:14]1[CH:19]=[CH:18][C:17]([OH:20])=[CH:16][CH:15]=1.C([O-])([O-])=O.[Cs+].[Cs+]. The catalyst is CN(C=O)C. The product is [Cl:13][C:14]1[CH:19]=[CH:18][C:17]([O:20][C:7]2[C:6]([F:9])=[CH:5][C:4]([N+:10]([O-:12])=[O:11])=[CH:3][C:2]=2[F:1])=[CH:16][CH:15]=1. The yield is 1.06.